This data is from TCR-epitope binding with 47,182 pairs between 192 epitopes and 23,139 TCRs. The task is: Binary Classification. Given a T-cell receptor sequence (or CDR3 region) and an epitope sequence, predict whether binding occurs between them. The epitope is KLSYGIATV. The TCR CDR3 sequence is CASSLVGLAGGTDTQYF. Result: 1 (the TCR binds to the epitope).